Dataset: Catalyst prediction with 721,799 reactions and 888 catalyst types from USPTO. Task: Predict which catalyst facilitates the given reaction. (1) Reactant: [CH3:1][O:2][C:3]([C:5]1[C:13]([NH:14][C:15]2[CH:20]=[CH:19][CH:18]=[CH:17][CH:16]=2)=[C:12]([F:21])[C:8]2[N:9]=[CH:10][NH:11][C:7]=2[CH:6]=1)=[O:4].[Br:22]N1C(=O)CCC1=O. Product: [CH3:1][O:2][C:3]([C:5]1[C:13]([NH:14][C:15]2[CH:16]=[CH:17][C:18]([Br:22])=[CH:19][CH:20]=2)=[C:12]([F:21])[C:8]2[N:9]=[CH:10][NH:11][C:7]=2[CH:6]=1)=[O:4]. The catalyst class is: 9. (2) Reactant: C([O-])(O)=O.[Na+:5].[F:6][C:7]1[CH:8]=[C:9]([C:13]2[CH:14]=[C:15]([OH:26])[C:16]([C:19]([NH:21][CH2:22][C:23]([OH:25])=[O:24])=[O:20])=[N:17][CH:18]=2)[CH:10]=[CH:11][CH:12]=1. Product: [F:6][C:7]1[CH:8]=[C:9]([C:13]2[CH:14]=[C:15]([OH:26])[C:16]([C:19]([NH:21][CH2:22][C:23]([O-:25])=[O:24])=[O:20])=[N:17][CH:18]=2)[CH:10]=[CH:11][CH:12]=1.[Na+:5]. The catalyst class is: 21. (3) Reactant: [N:1]1([C:6]2[CH:25]=[CH:24][C:9]([CH2:10][C:11]3[C:12]([CH3:23])=[C:13]([F:22])[C:14]([OH:21])=[C:15]([CH:20]=3)[C:16]([O:18][CH3:19])=[O:17])=[CH:8][CH:7]=2)[CH:5]=[CH:4][CH:3]=[N:2]1.[H-].[Na+].C1C=CC(N([S:35]([C:38]([F:41])([F:40])[F:39])(=[O:37])=[O:36])[S:35]([C:38]([F:41])([F:40])[F:39])(=[O:37])=[O:36])=CC=1.Cl. Product: [N:1]1([C:6]2[CH:25]=[CH:24][C:9]([CH2:10][C:11]3[C:12]([CH3:23])=[C:13]([F:22])[C:14]([O:21][S:35]([C:38]([F:41])([F:40])[F:39])(=[O:37])=[O:36])=[C:15]([CH:20]=3)[C:16]([O:18][CH3:19])=[O:17])=[CH:8][CH:7]=2)[CH:5]=[CH:4][CH:3]=[N:2]1. The catalyst class is: 3. (4) Reactant: C(N(CC)CC)C.[C:8]1([N:14]2[C:18]([C:19]([F:22])([F:21])[F:20])=[C:17]([C:23](Cl)=[O:24])[CH:16]=[N:15]2)[CH:13]=[CH:12][CH:11]=[CH:10][CH:9]=1.[CH3:26][O:27][C:28]([CH2:30][O:31][C:32]1[CH:37]=[CH:36][C:35]([C:38]2[CH:43]=[CH:42][C:41]([CH2:44][NH3+:45])=[CH:40][CH:39]=2)=[CH:34][CH:33]=1)=[O:29].[Cl-]. Product: [CH3:26][O:27][C:28](=[O:29])[CH2:30][O:31][C:32]1[CH:33]=[CH:34][C:35]([C:38]2[CH:43]=[CH:42][C:41]([CH2:44][NH:45][C:23]([C:17]3[CH:16]=[N:15][N:14]([C:8]4[CH:13]=[CH:12][CH:11]=[CH:10][CH:9]=4)[C:18]=3[C:19]([F:22])([F:21])[F:20])=[O:24])=[CH:40][CH:39]=2)=[CH:36][CH:37]=1. The catalyst class is: 2. (5) Reactant: CS(O[CH2:6][CH2:7][O:8][C:9]1[CH:18]=[CH:17][C:12]([C:13]([O:15][CH3:16])=[O:14])=[CH:11][CH:10]=1)(=O)=O.[NH2:19][C:20]1[CH:25]=[CH:24][CH:23]=[CH:22][CH:21]=1.O. Product: [C:20]1([NH:19][CH2:6][CH2:7][O:8][C:9]2[CH:10]=[CH:11][C:12]([C:13]([O:15][CH3:16])=[O:14])=[CH:17][CH:18]=2)[CH:25]=[CH:24][CH:23]=[CH:22][CH:21]=1. The catalyst class is: 23. (6) The catalyst class is: 12. Product: [CH:15]([N:11]1[CH:10]([CH3:18])[C@@H:9]2[CH2:14][C@H:12]1[CH2:13][NH:8]2)([CH3:17])[CH3:16]. Reactant: C(OC([N:8]1[CH2:13][C@@H:12]2[CH2:14][C@H:9]1[CH:10]([CH3:18])[N:11]2[CH:15]([CH3:17])[CH3:16])=O)(C)(C)C.CO.Cl. (7) Reactant: C[C:2]1([C:9]([OH:11])=[O:10])[CH2:7][CH2:6][CH:5]([CH3:8])[CH2:4][CH2:3]1.[CH:12](NC(C)C)(C)C.[Li].[CH3:20][O:21][C:22](Cl)=[O:23]. Product: [CH3:8][CH:5]1[CH2:6][CH2:7][C:2]([C:9]([O:11][CH3:12])=[O:10])([C:22]([O:21][CH3:20])=[O:23])[CH2:3][CH2:4]1. The catalyst class is: 1.